This data is from Forward reaction prediction with 1.9M reactions from USPTO patents (1976-2016). The task is: Predict the product of the given reaction. (1) Given the reactants [Cl:1][C:2]1[CH:7]=[C:6]([Cl:8])[CH:5]=[CH:4][C:3]=1[OH:9].[CH3:10][CH:11]1[CH2:15][CH2:14][CH2:13][NH:12]1.[CH2:16]=O, predict the reaction product. The product is: [Cl:1][C:2]1[CH:7]=[C:6]([Cl:8])[CH:5]=[C:4]([CH2:16][N:12]2[CH2:13][CH2:14][CH2:15][CH:11]2[CH3:10])[C:3]=1[OH:9]. (2) The product is: [Cl:23][C:4]1[CH:3]=[C:2]([N:1]2[CH:26]=[CH:30][CH:29]=[CH:28]2)[CH:22]=[CH:21][C:5]=1[CH2:6][N:7]1[C:11]2=[N:12][C:13]([C:16]([O:18][CH3:19])=[O:17])=[CH:14][CH:15]=[C:10]2[N:9]=[C:8]1[CH3:20]. Given the reactants [NH2:1][C:2]1[CH:22]=[CH:21][C:5]([CH2:6][N:7]2[C:11]3=[N:12][C:13]([C:16]([O:18][CH3:19])=[O:17])=[CH:14][CH:15]=[C:10]3[N:9]=[C:8]2[CH3:20])=[C:4]([Cl:23])[CH:3]=1.CO[CH:26]1[CH2:30][CH2:29][CH:28](OC)O1, predict the reaction product. (3) Given the reactants FC1C=C2C(C(I)=CN2S(C2C=CC=CC=2)(=O)=O)=CC=1.[F:21][C:22]1[CH:30]=[C:29]2[C:25]([C:26]([C:40]3[CH:41]=[CH:42][C:43]4[N:47]=[C:46]([NH2:48])[NH:45][C:44]=4[CH:49]=3)=[CH:27][N:28]2S(C2C=CC=CC=2)(=O)=O)=[CH:24][CH:23]=1, predict the reaction product. The product is: [F:21][C:22]1[CH:30]=[C:29]2[C:25]([C:26]([C:40]3[CH:41]=[CH:42][C:43]4[N:47]=[C:46]([NH2:48])[NH:45][C:44]=4[CH:49]=3)=[CH:27][NH:28]2)=[CH:24][CH:23]=1. (4) Given the reactants C([O:4][C:5]1[CH:10]=[CH:9][C:8]([C:11]2[S:12][C:13]3[CH2:14][N:15]([C:20](=[O:22])[CH3:21])[CH2:16][CH2:17][C:18]=3[N:19]=2)=[CH:7][C:6]=1[F:23])(=O)C.[Na], predict the reaction product. The product is: [F:23][C:6]1[CH:7]=[C:8]([C:11]2[S:12][C:13]3[CH2:14][N:15]([C:20](=[O:22])[CH3:21])[CH2:16][CH2:17][C:18]=3[N:19]=2)[CH:9]=[CH:10][C:5]=1[OH:4]. (5) Given the reactants [CH2:1]([O:3][C:4]([C:6]1[N:7]([CH2:18][C:19]2[CH:24]=[CH:23][CH:22]=[CH:21][CH:20]=2)[C:8]([C:13]([O:15][CH2:16][CH3:17])=[O:14])=[C:9]([OH:12])[C:10]=1[OH:11])=[O:5])[CH3:2].[CH2:25](O)[CH2:26]O, predict the reaction product. The product is: [CH2:1]([O:3][C:4]([C:6]1[N:7]([CH2:18][C:19]2[CH:24]=[CH:23][CH:22]=[CH:21][CH:20]=2)[C:8]([C:13]([O:15][CH2:16][CH3:17])=[O:14])=[C:9]2[O:12][CH2:25][CH2:26][O:11][C:10]=12)=[O:5])[CH3:2]. (6) Given the reactants [N+:1]([C:4]1[CH:12]=[C:11]2[C:7]([CH:8]=[N:9][N:10]2[CH2:13][O:14][CH2:15][CH2:16][Si:17]([CH3:20])([CH3:19])[CH3:18])=[CH:6][C:5]=1[C:21]1[CH:22]=[CH:23][C:24]([C:27]#[N:28])=[N:25][CH:26]=1)([O-])=O, predict the reaction product. The product is: [NH2:28][CH2:27][C:24]1[N:25]=[CH:26][C:21]([C:5]2[CH:6]=[C:7]3[C:11](=[CH:12][C:4]=2[NH2:1])[N:10]([CH2:13][O:14][CH2:15][CH2:16][Si:17]([CH3:20])([CH3:19])[CH3:18])[N:9]=[CH:8]3)=[CH:22][CH:23]=1.